From a dataset of Full USPTO retrosynthesis dataset with 1.9M reactions from patents (1976-2016). Predict the reactants needed to synthesize the given product. (1) Given the product [NH2:2][C:1]([CH:3]1[CH2:7][CH2:6][N:5]([C:8]([O:10][C:11]([CH3:14])([CH3:13])[CH3:12])=[O:9])[CH2:4]1)=[S:17], predict the reactants needed to synthesize it. The reactants are: [C:1]([CH:3]1[CH2:7][CH2:6][N:5]([C:8]([O:10][C:11]([CH3:14])([CH3:13])[CH3:12])=[O:9])[CH2:4]1)#[N:2].C[Si](C)(C)[S:17][Si](C)(C)C.C[O-].[Na+].O. (2) Given the product [Cl:1][C:2]1[CH:3]=[C:4]([CH:14]=[CH:15][C:16]=1[CH2:17][CH2:18][NH:19][C@@H:20]([CH3:30])[C@H:21]([OH:29])[C:22]1[CH:23]=[CH:24][C:25]([OH:28])=[CH:26][CH:27]=1)[O:5][C:6]([CH3:12])([CH3:13])[C:7]([OH:9])=[O:8], predict the reactants needed to synthesize it. The reactants are: [Cl:1][C:2]1[CH:3]=[C:4]([CH:14]=[CH:15][C:16]=1[CH2:17][CH2:18][NH:19][C@@H:20]([CH3:30])[C@H:21]([OH:29])[C:22]1[CH:27]=[CH:26][C:25]([OH:28])=[CH:24][CH:23]=1)[O:5][C:6]([CH3:13])([CH3:12])[C:7]([O:9]CC)=[O:8].[OH-].[Na+].Cl. (3) Given the product [F:1][C:2]1[CH:3]=[CH:4][C:5]([C@@H:8]([S:10][C:11]2[N:12]=[C:13]([NH:22][C@@H:23]([CH2:24][OH:25])[CH2:26][CH:27]([CH3:28])[CH3:29])[C:14]3[S:19][C:18](=[O:20])[NH:17][C:15]=3[N:16]=2)[CH3:9])=[N:6][CH:7]=1, predict the reactants needed to synthesize it. The reactants are: [F:1][C:2]1[CH:3]=[CH:4][C:5]([C@@H:8]([S:10][C:11]2[N:12]=[C:13]([NH:22][C@H:23]([CH2:26][CH:27]([CH3:29])[CH3:28])[CH2:24][OH:25])[C:14]3[S:19][C:18]([O:20]C)=[N:17][C:15]=3[N:16]=2)[CH3:9])=[N:6][CH:7]=1. (4) Given the product [CH3:13][O:12][C:10]1[CH:9]=[CH:8][C:6]2[N:7]=[C:2]([CH3:24])[C:3]3[N:4]([C:14]([CH2:18][CH2:19][C:20]([F:23])([F:22])[F:21])=[N:15][C:16]=3[CH3:17])[C:5]=2[N:11]=1, predict the reactants needed to synthesize it. The reactants are: Cl[C:2]1[C:3]2[N:4]([C:14]([CH2:18][CH2:19][C:20]([F:23])([F:22])[F:21])=[N:15][C:16]=2[CH3:17])[C:5]2[N:11]=[C:10]([O:12][CH3:13])[CH:9]=[CH:8][C:6]=2[N:7]=1.[CH3:24][Mg+].[Br-]. (5) The reactants are: ClN1C(=O)CCC1=O.[OH:9][N:10]=[CH:11][C:12]1[CH:13]=[CH:14][C:15]([N:20]2[CH:24]=[N:23][CH:22]=[N:21]2)=[C:16]([CH:19]=1)[C:17]#[N:18].[Cl:25][C:26]1[CH:31]=[C:30]([C:32]([C:34]([F:37])([F:36])[F:35])=[CH2:33])[CH:29]=[C:28]([Cl:38])[CH:27]=1.C(N(CC)CC)C. Given the product [Cl:25][C:26]1[CH:31]=[C:30]([C:32]2([C:34]([F:37])([F:35])[F:36])[O:9][N:10]=[C:11]([C:12]3[CH:13]=[CH:14][C:15]([N:20]4[CH:24]=[N:23][CH:22]=[N:21]4)=[C:16]([CH:19]=3)[C:17]#[N:18])[CH2:33]2)[CH:29]=[C:28]([Cl:38])[CH:27]=1, predict the reactants needed to synthesize it. (6) Given the product [N:41]1([C:1]([O:2][C@@H:3]2[CH2:19][C@@H:18]3[C@@:6]([CH3:29])([C@@H:7]4[C@@H:15]([CH2:16][CH2:17]3)[C@:14]3([OH:20])[C@@:10]([CH3:28])([C@@H:11]([C:21]5[CH:22]=[CH:23][C:24](=[O:27])[O:25][CH:26]=5)[CH2:12][CH2:13]3)[CH2:9][CH2:8]4)[CH2:5][CH2:4]2)=[O:30])[CH2:46][CH2:45][NH:44][CH2:43][CH2:42]1, predict the reactants needed to synthesize it. The reactants are: [C:1](=O)([O:30]C1C=CC([N+]([O-])=O)=CC=1)[O:2][C@@H:3]1[CH2:19][C@@H:18]2[C@@:6]([CH3:29])([C@@H:7]3[C@@H:15]([CH2:16][CH2:17]2)[C@:14]2([OH:20])[C@@:10]([CH3:28])([C@@H:11]([C:21]4[CH:22]=[CH:23][C:24](=[O:27])[O:25][CH:26]=4)[CH2:12][CH2:13]2)[CH2:9][CH2:8]3)[CH2:5][CH2:4]1.[NH:41]1[CH2:46][CH2:45][NH:44][CH2:43][CH2:42]1. (7) Given the product [CH3:1][C:2]1([CH3:20])[N:3]([CH2:13][C:14]2[CH:15]=[CH:16][CH:17]=[CH:18][CH:19]=2)[C:4](=[O:12])[C:5](=[O:11])[CH2:6]1, predict the reactants needed to synthesize it. The reactants are: [CH3:1][C:2]1([CH3:20])[CH:6](C(OC)=O)[C:5](=[O:11])[C:4](=[O:12])[N:3]1[CH2:13][C:14]1[CH:19]=[CH:18][CH:17]=[CH:16][CH:15]=1.